Dataset: Catalyst prediction with 721,799 reactions and 888 catalyst types from USPTO. Task: Predict which catalyst facilitates the given reaction. (1) Reactant: [CH3:1][S:2](Cl)(=[O:4])=[O:3].[F:6][C:7]1[CH:8]=[C:9]([C:20]23[CH2:27][CH2:26][C:23]([CH2:28][CH2:29][OH:30])([CH2:24][CH2:25]2)[CH2:22][O:21]3)[CH:10]=[C:11]([O:13][CH:14]2[CH2:19][CH2:18][CH2:17][CH2:16][O:15]2)[CH:12]=1. Product: [CH3:1][S:2]([O:30][CH2:29][CH2:28][C:23]12[CH2:24][CH2:25][C:20]([C:9]3[CH:10]=[C:11]([O:13][CH:14]4[CH2:19][CH2:18][CH2:17][CH2:16][O:15]4)[CH:12]=[C:7]([F:6])[CH:8]=3)([CH2:27][CH2:26]1)[O:21][CH2:22]2)(=[O:4])=[O:3]. The catalyst class is: 2. (2) Reactant: [CH:1]([C:3]1[CH:4]=[CH:5][C:6]([CH3:13])=[C:7]([CH:12]=1)[C:8]([O:10][CH3:11])=[O:9])=[O:2].[OH:14]OS([O-])=O.[K+].O.Cl. Product: [CH3:11][O:10][C:8]([C:7]1[CH:12]=[C:3]([CH:4]=[CH:5][C:6]=1[CH3:13])[C:1]([OH:14])=[O:2])=[O:9]. The catalyst class is: 31. (3) Reactant: O.[OH-].[Li+].[F:4][C:5]1[CH:10]=[CH:9][C:8]([CH:11]([OH:13])[CH3:12])=[CH:7][C:6]=1[C:14]1[CH:15]=[N:16][C:17]([N:20]2[C:28]3[C:23](=[CH:24][CH:25]=[C:26]([C:29]([O:31]C)=[O:30])[CH:27]=3)[C:22]([S:33][CH3:34])=[CH:21]2)=[N:18][CH:19]=1. Product: [F:4][C:5]1[CH:10]=[CH:9][C:8]([CH:11]([OH:13])[CH3:12])=[CH:7][C:6]=1[C:14]1[CH:15]=[N:16][C:17]([N:20]2[C:28]3[C:23](=[CH:24][CH:25]=[C:26]([C:29]([OH:31])=[O:30])[CH:27]=3)[C:22]([S:33][CH3:34])=[CH:21]2)=[N:18][CH:19]=1. The catalyst class is: 20. (4) Reactant: [O:1]([C:8]1[CH:9]=[C:10]([N:14]([CH2:22][C:23]2[CH:24]=[C:25]([CH:30]=[CH:31][CH:32]=2)[C:26](OC)=[O:27])[CH2:15][CH:16]([OH:21])[C:17]([F:20])([F:19])[F:18])[CH:11]=[CH:12][CH:13]=1)[C:2]1[CH:7]=[CH:6][CH:5]=[CH:4][CH:3]=1.[H-].[Al+3].[Li+].[H-].[H-].[H-].C1COCC1. Product: [O:1]([C:8]1[CH:9]=[C:10]([N:14]([CH2:22][C:23]2[CH:24]=[C:25]([CH2:26][OH:27])[CH:30]=[CH:31][CH:32]=2)[CH2:15][CH:16]([OH:21])[C:17]([F:18])([F:19])[F:20])[CH:11]=[CH:12][CH:13]=1)[C:2]1[CH:7]=[CH:6][CH:5]=[CH:4][CH:3]=1. The catalyst class is: 96. (5) Reactant: [N:1]([C:10]([O:12][C:13]([CH3:16])([CH3:15])[CH3:14])=[O:11])=[N:2][C:3]([O:5][C:6]([CH3:9])([CH3:8])[CH3:7])=[O:4].[CH:17]1([Mg]Br)[CH2:19][CH2:18]1. Product: [C:13]([O:12][C:10]([N:1]([CH:17]1[CH2:19][CH2:18]1)[NH:2][C:3]([O:5][C:6]([CH3:7])([CH3:8])[CH3:9])=[O:4])=[O:11])([CH3:16])([CH3:15])[CH3:14]. The catalyst class is: 7.